From a dataset of Reaction yield outcomes from USPTO patents with 853,638 reactions. Predict the reaction yield, written as a fraction of the theoretical maximum amount of product (1.0 means a 100% yield; for example, 0.34 means a 34% yield). The reactants are C[Al](C)C.[CH3:5][O:6][C:7]1[CH:8]=[C:9]([CH2:15][CH2:16][C:17]2[CH:18]=[C:19]([NH2:22])[NH:20][N:21]=2)[CH:10]=[C:11]([O:13][CH3:14])[CH:12]=1.[CH3:23][CH:24]([N:26]1[CH2:32][CH2:31][CH2:30][N:29]([C:33]2[S:37][C:36]([C:38](OCC)=[O:39])=[CH:35][CH:34]=2)[CH2:28][CH2:27]1)[CH3:25].CO. The catalyst is C1(C)C=CC=CC=1. The product is [CH3:14][O:13][C:11]1[CH:10]=[C:9]([CH2:15][CH2:16][C:17]2[CH:18]=[C:19]([NH:22][C:38]([C:36]3[S:37][C:33]([N:29]4[CH2:30][CH2:31][CH2:32][N:26]([CH:24]([CH3:25])[CH3:23])[CH2:27][CH2:28]4)=[CH:34][CH:35]=3)=[O:39])[NH:20][N:21]=2)[CH:8]=[C:7]([O:6][CH3:5])[CH:12]=1. The yield is 0.410.